Dataset: Catalyst prediction with 721,799 reactions and 888 catalyst types from USPTO. Task: Predict which catalyst facilitates the given reaction. (1) Reactant: [CH3:1][O:2][C:3]1[CH:8]=[CH:7][C:6]([CH:9]([C:52]2[CH:57]=[CH:56][C:55]([O:58][CH3:59])=[CH:54][CH:53]=2)[N:10]2[C:14]3[CH:15]=[CH:16][CH:17]=[C:18]([O:19][C:20]4[CH:29]=[C:28]([N:30]5[CH2:35][CH2:34][N:33]([CH2:36][C:37]6[CH2:42][CH2:41][C:40]([CH3:44])([CH3:43])[CH2:39][C:38]=6[C:45]6[CH:50]=[CH:49][C:48]([Cl:51])=[CH:47][CH:46]=6)[CH2:32][CH2:31]5)[CH:27]=[CH:26][C:21]=4[C:22]([O:24]C)=[O:23])[C:13]=3[N:12]=[CH:11]2)=[CH:5][CH:4]=1.[OH-].[Na+]. Product: [CH3:1][O:2][C:3]1[CH:4]=[CH:5][C:6]([CH:9]([C:52]2[CH:57]=[CH:56][C:55]([O:58][CH3:59])=[CH:54][CH:53]=2)[N:10]2[C:14]3[CH:15]=[CH:16][CH:17]=[C:18]([O:19][C:20]4[CH:29]=[C:28]([N:30]5[CH2:31][CH2:32][N:33]([CH2:36][C:37]6[CH2:42][CH2:41][C:40]([CH3:44])([CH3:43])[CH2:39][C:38]=6[C:45]6[CH:46]=[CH:47][C:48]([Cl:51])=[CH:49][CH:50]=6)[CH2:34][CH2:35]5)[CH:27]=[CH:26][C:21]=4[C:22]([OH:24])=[O:23])[C:13]=3[N:12]=[CH:11]2)=[CH:7][CH:8]=1. The catalyst class is: 364. (2) Reactant: [CH3:1][O:2][C:3](=[O:14])[C@H:4]([CH2:6][C:7]1[CH:12]=[CH:11][C:10]([OH:13])=[CH:9][CH:8]=1)[NH2:5].C(N(CC)CC)C.[CH3:22][N:23]([CH3:27])[C:24]([Cl:26])=[O:25]. Product: [CH3:22][N:23]([CH3:27])[C:24]([Cl:26])=[O:25].[CH3:1][O:2][C:3](=[O:14])[C@H:4]([CH2:6][C:7]1[CH:8]=[CH:9][C:10]([OH:13])=[CH:11][CH:12]=1)[NH2:5]. The catalyst class is: 12. (3) Reactant: [N:1]1([C:10]2[CH:22]=[CH:21][C:13]([O:14][CH2:15][C:16](OCC)=[O:17])=[CH:12][CH:11]=2)[C:5]2[CH:6]=[CH:7][CH:8]=[CH:9][C:4]=2[N:3]=[CH:2]1.[H-].[Al+3].[Li+].[H-].[H-].[H-].[OH-].[Na+].S([O-])([O-])(=O)=O.[Na+].[Na+]. Product: [N:1]1([C:10]2[CH:22]=[CH:21][C:13]([O:14][CH2:15][CH2:16][OH:17])=[CH:12][CH:11]=2)[C:5]2[CH:6]=[CH:7][CH:8]=[CH:9][C:4]=2[N:3]=[CH:2]1. The catalyst class is: 132. (4) Reactant: C(O)(C(F)(F)F)=O.[NH2:8][C:9](=[O:50])[CH2:10][C:11]1[CH:48]=[C:47]([F:49])[CH:46]=[CH:45][C:12]=1[CH2:13][CH2:14][C:15]1[C:20]([C:21]([F:24])([F:23])[F:22])=[CH:19][N:18]=[C:17]([NH:25][C:26]2[CH:31]=[CH:30][C:29]([CH:32]3[CH2:37][CH2:36][N:35](C(OC(C)(C)C)=O)[CH2:34][CH2:33]3)=[CH:28][CH:27]=2)[N:16]=1. Product: [F:49][C:47]1[CH:46]=[CH:45][C:12]([CH2:13][CH2:14][C:15]2[C:20]([C:21]([F:23])([F:24])[F:22])=[CH:19][N:18]=[C:17]([NH:25][C:26]3[CH:31]=[CH:30][C:29]([CH:32]4[CH2:37][CH2:36][NH:35][CH2:34][CH2:33]4)=[CH:28][CH:27]=3)[N:16]=2)=[C:11]([CH2:10][C:9]([NH2:8])=[O:50])[CH:48]=1. The catalyst class is: 2. (5) The catalyst class is: 25. Reactant: CN(C=O)C.P(Cl)(Cl)(Cl)=O.[CH:11]([N:14]1[C:19](=[O:20])[CH:18]=[CH:17][C:16]([C:21]2[C:22]([C:30]3[CH:35]=[CH:34][CH:33]=[CH:32][CH:31]=3)=[N:23][CH:24]=[C:25]([CH:29]=2)[C:26]([NH2:28])=O)=[N:15]1)([CH3:13])[CH3:12].O. Product: [CH:11]([N:14]1[C:19](=[O:20])[CH:18]=[CH:17][C:16]([C:21]2[C:22]([C:30]3[CH:31]=[CH:32][CH:33]=[CH:34][CH:35]=3)=[N:23][CH:24]=[C:25]([CH:29]=2)[C:26]#[N:28])=[N:15]1)([CH3:13])[CH3:12].